Dataset: NCI-60 drug combinations with 297,098 pairs across 59 cell lines. Task: Regression. Given two drug SMILES strings and cell line genomic features, predict the synergy score measuring deviation from expected non-interaction effect. (1) Drug 1: CCC1=CC2CC(C3=C(CN(C2)C1)C4=CC=CC=C4N3)(C5=C(C=C6C(=C5)C78CCN9C7C(C=CC9)(C(C(C8N6C)(C(=O)OC)O)OC(=O)C)CC)OC)C(=O)OC.C(C(C(=O)O)O)(C(=O)O)O. Drug 2: C(CC(=O)O)C(=O)CN.Cl. Cell line: K-562. Synergy scores: CSS=66.8, Synergy_ZIP=-4.12, Synergy_Bliss=-3.78, Synergy_Loewe=-60.7, Synergy_HSA=-1.97. (2) Drug 1: CN1C2=C(C=C(C=C2)N(CCCl)CCCl)N=C1CCCC(=O)O.Cl. Drug 2: CC(C)CN1C=NC2=C1C3=CC=CC=C3N=C2N. Cell line: HOP-92. Synergy scores: CSS=0.610, Synergy_ZIP=-2.00, Synergy_Bliss=-4.06, Synergy_Loewe=-4.64, Synergy_HSA=-4.43. (3) Drug 1: CC1=C(C=C(C=C1)NC2=NC=CC(=N2)N(C)C3=CC4=NN(C(=C4C=C3)C)C)S(=O)(=O)N.Cl. Drug 2: C(=O)(N)NO. Cell line: ACHN. Synergy scores: CSS=9.53, Synergy_ZIP=-6.76, Synergy_Bliss=-3.07, Synergy_Loewe=-1.14, Synergy_HSA=-0.336.